Task: Regression. Given a peptide amino acid sequence and an MHC pseudo amino acid sequence, predict their binding affinity value. This is MHC class II binding data.. Dataset: Peptide-MHC class II binding affinity with 134,281 pairs from IEDB The peptide sequence is LGMNHVLQSIRRNYP. The MHC is DRB3_0101 with pseudo-sequence DRB3_0101. The binding affinity (normalized) is 0.400.